Dataset: Full USPTO retrosynthesis dataset with 1.9M reactions from patents (1976-2016). Task: Predict the reactants needed to synthesize the given product. (1) Given the product [N:37]1([CH2:42][CH2:43][CH2:44][NH:45][C:9]([C:11]2[N:12]([CH3:32])[C:13]3[C:21]([CH:22]=2)=[C:20]2[C:16]([C:17](=[O:24])[NH:18][C:19]2=[O:23])=[C:15]([C:25]2[CH:30]=[CH:29][CH:28]=[CH:27][C:26]=2[Cl:31])[CH:14]=3)=[O:8])[CH2:41][CH2:40][CH2:39][CH2:38]1, predict the reactants needed to synthesize it. The reactants are: FC1C([O:8][C:9]([C:11]2[N:12]([CH3:32])[C:13]3[C:21]([CH:22]=2)=[C:20]2[C:16]([C:17](=[O:24])[NH:18][C:19]2=[O:23])=[C:15]([C:25]2[CH:30]=[CH:29][CH:28]=[CH:27][C:26]=2[Cl:31])[CH:14]=3)=O)=C(F)C(F)=C(F)C=1F.[N:37]1([CH2:42][CH2:43][CH2:44][NH2:45])[CH2:41][CH2:40][CH2:39][CH2:38]1. (2) Given the product [CH2:15]([O:14][C:13]1[C:9]([O:8][CH2:1][C:2]2[CH:7]=[CH:6][CH:5]=[CH:4][CH:3]=2)=[CH:10][N:11]([C:27]2[CH:32]=[CH:31][C:30]([O:33][CH3:34])=[CH:29][CH:28]=2)[C:12]=1[C:22]([N:23]([CH3:24])[CH3:25])=[O:26])[C:16]1[CH:21]=[CH:20][CH:19]=[CH:18][CH:17]=1, predict the reactants needed to synthesize it. The reactants are: [CH2:1]([O:8][C:9]1[C:13]([O:14][CH2:15][C:16]2[CH:21]=[CH:20][CH:19]=[CH:18][CH:17]=2)=[C:12]([C:22](=[O:26])[N:23]([CH3:25])[CH3:24])[N:11]([C:27]2[CH:32]=[CH:31][C:30]([O:33][CH3:34])=[CH:29][CH:28]=2)[C:10]=1C([O-])=O)[C:2]1[CH:7]=[CH:6][CH:5]=[CH:4][CH:3]=1.C([NH+](CC)CC)C.